From a dataset of Forward reaction prediction with 1.9M reactions from USPTO patents (1976-2016). Predict the product of the given reaction. Given the reactants [F:1][C:2]1[CH:3]=[C:4]([CH:8]=[CH:9][C:10]=1[C:11]([F:14])([F:13])[F:12])[C:5]([OH:7])=O.[F:15][C:16]([F:29])([F:28])[C:17]1[CH:18]=[C:19]([CH:21]=[C:22]([C:24]([F:27])([F:26])[F:25])[CH:23]=1)[NH2:20], predict the reaction product. The product is: [F:15][C:16]([F:28])([F:29])[C:17]1[CH:18]=[C:19]([NH:20][C:5](=[O:7])[C:4]2[CH:8]=[CH:9][C:10]([C:11]([F:14])([F:13])[F:12])=[C:2]([F:1])[CH:3]=2)[CH:21]=[C:22]([C:24]([F:25])([F:27])[F:26])[CH:23]=1.